From a dataset of Forward reaction prediction with 1.9M reactions from USPTO patents (1976-2016). Predict the product of the given reaction. (1) Given the reactants [Br:1][C:2]1[CH:3]=[C:4]([CH:13]=[C:14]([CH2:16]Br)[CH:15]=1)[O:5][Si:6]([C:9]([CH3:12])([CH3:11])[CH3:10])([CH3:8])[CH3:7].[NH:18]1[CH:22]=[CH:21][N:20]=[CH:19]1, predict the reaction product. The product is: [Br:1][C:2]1[CH:15]=[C:14]([CH:13]=[C:4]([O:5][Si:6]([C:9]([CH3:12])([CH3:11])[CH3:10])([CH3:8])[CH3:7])[CH:3]=1)[CH2:16][N:18]1[CH:22]=[CH:21][N:20]=[CH:19]1. (2) Given the reactants [CH2:1]([O:4][C@@H:5]1[C@@H:19]([O:20][CH2:21][CH:22]=[CH2:23])[C@@H:18]([O:24][CH2:25][CH:26]=[CH2:27])[C@@H:17]([CH2:28][O:29]C(C2C=CC=CC=2)(C2C=CC=CC=2)C2C=CC=CC=2)[O:16][C@@H:6]1[O:7][C:8]1[CH:13]=[CH:12][C:11]([O:14][CH3:15])=[CH:10][CH:9]=1)[CH:2]=[CH2:3].[N+]([O-])([O-])=O.[NH4+].[Ce].C(C#N)(Cl)(Cl)Cl.C([O-])([O-])=O.[K+].[K+], predict the reaction product. The product is: [CH2:1]([O:4][C@@H:5]1[C@@H:19]([O:20][CH2:21][CH:22]=[CH2:23])[C@@H:18]([O:24][CH2:25][CH:26]=[CH2:27])[C@@H:17]([CH2:28][OH:29])[O:16][C@@H:6]1[O:7][C:8]1[CH:9]=[CH:10][C:11]([O:14][CH3:15])=[CH:12][CH:13]=1)[CH:2]=[CH2:3]. (3) Given the reactants [NH:1]([C:15]([O:17][CH2:18][C:19]1[CH:24]=[CH:23][CH:22]=[CH:21][CH:20]=1)=[O:16])[C@H:2]([C:12]([OH:14])=O)[CH2:3][CH2:4][C:5](=[O:11])[O:6][C:7]([CH3:10])([CH3:9])[CH3:8].CCN=C=NC[CH2:31][CH2:32][N:33]([CH3:35])[CH3:34].Cl.C1C=[C:41]2[N:43]=NN(O)C2=CC=1.[OH2:47].CCN(C(C)C)C(C)C.C(Cl)Cl.[CH2:60]1[CH2:64][O:63][CH2:62][CH2:61]1, predict the reaction product. The product is: [CH2:62]([O:63][C:35]([N:33]1[CH2:32][CH2:31][N:43]([C:12](=[O:14])[C@@H:2]([NH:1][C:15]([O:17][CH2:18][C:19]2[CH:24]=[CH:23][CH:22]=[CH:21][CH:20]=2)=[O:16])[CH2:3][CH2:4][C:5]([O:6][C:7]([CH3:8])([CH3:9])[CH3:10])=[O:11])[CH2:41][CH2:34]1)=[O:47])[CH2:61][CH2:60][CH3:64].